Dataset: Forward reaction prediction with 1.9M reactions from USPTO patents (1976-2016). Task: Predict the product of the given reaction. (1) Given the reactants C([O:3][C:4]([C:6]1[N:7]=[C:8]([C:11]2[CH:16]=[CH:15][CH:14]=[C:13]([C:17]3[CH2:18][C:19](=[O:35])[NH:20][C:21]4[CH:27]=[C:26]([C:28]5[CH:33]=[CH:32][C:31]([F:34])=[CH:30][CH:29]=5)[CH:25]=[CH:24][C:22]=4[N:23]=3)[CH:12]=2)[S:9][CH:10]=1)=[O:5])C.[OH-].[K+], predict the reaction product. The product is: [F:34][C:31]1[CH:32]=[CH:33][C:28]([C:26]2[CH:25]=[CH:24][C:22]3[N:23]=[C:17]([C:13]4[CH:12]=[C:11]([C:8]5[S:9][CH:10]=[C:6]([C:4]([OH:5])=[O:3])[N:7]=5)[CH:16]=[CH:15][CH:14]=4)[CH2:18][C:19](=[O:35])[NH:20][C:21]=3[CH:27]=2)=[CH:29][CH:30]=1. (2) Given the reactants [C:1]([C:5]1[CH:6]=[C:7]([CH:11]=[C:12]([I:15])[C:13]=1[OH:14])[C:8]([OH:10])=[O:9])([CH3:4])([CH3:3])[CH3:2].S(=O)(=O)(O)O.[CH3:21]O, predict the reaction product. The product is: [C:1]([C:5]1[CH:6]=[C:7]([CH:11]=[C:12]([I:15])[C:13]=1[OH:14])[C:8]([O:10][CH3:21])=[O:9])([CH3:4])([CH3:2])[CH3:3]. (3) Given the reactants [CH3:1][C:2]1[N:3]=[CH:4][O:5][C:6]=1[C:7](=[N:14][O:15][CH2:16][C:17]1[N:18]=[C:19]([NH2:22])[S:20][CH:21]=1)[C:8]1[CH:13]=[CH:12][CH:11]=[CH:10][CH:9]=1.N1C=CC=CC=1.[C:29](Cl)(=[O:36])[O:30][CH2:31][CH2:32][CH2:33][CH2:34][CH3:35], predict the reaction product. The product is: [CH2:31]([O:30][C:29](=[O:36])[NH:22][C:19]1[S:20][CH:21]=[C:17]([CH2:16][O:15][N:14]=[C:7]([C:6]2[O:5][CH:4]=[N:3][C:2]=2[CH3:1])[C:8]2[CH:9]=[CH:10][CH:11]=[CH:12][CH:13]=2)[N:18]=1)[CH2:32][CH2:33][CH2:34][CH3:35]. (4) Given the reactants [CH3:1][C:2]1[CH:8]=[CH:7][C:5]([NH2:6])=[CH:4][C:3]=1[N+:9]([O-:11])=[O:10].C(N(CC)CC)C.C1COCC1.[C:24](Cl)(Cl)=[S:25], predict the reaction product. The product is: [N:6]([C:5]1[CH:7]=[CH:8][C:2]([CH3:1])=[C:3]([N+:9]([O-:11])=[O:10])[CH:4]=1)=[C:24]=[S:25]. (5) Given the reactants [F:1][C:2]1[CH:3]=[C:4]([C:8]2[N:13]=[CH:12][C:11]([C:14](Cl)=[O:15])=[CH:10][N:9]=2)[CH:5]=[CH:6][CH:7]=1.[N:17]1([NH2:26])[C:25]2[C:20](=[N:21][CH:22]=[CH:23][CH:24]=2)[CH:19]=[CH:18]1.C([O-])([O-])=O.[K+].[K+], predict the reaction product. The product is: [N:17]1([NH:26][C:14]([C:11]2[CH:10]=[N:9][C:8]([C:4]3[CH:5]=[CH:6][CH:7]=[C:2]([F:1])[CH:3]=3)=[N:13][CH:12]=2)=[O:15])[C:25]2[C:20](=[N:21][CH:22]=[CH:23][CH:24]=2)[CH:19]=[CH:18]1.